The task is: Predict the reactants needed to synthesize the given product.. This data is from Full USPTO retrosynthesis dataset with 1.9M reactions from patents (1976-2016). (1) The reactants are: [O-:1][C:2]#[N:3].[K+].Cl.[CH3:6][C:7]1[CH:8]=[C:9]([C:24]2[CH:25]=[N:26][N:27]([CH2:29][C:30]3([OH:36])[CH2:35][CH2:34][NH:33][CH2:32][CH2:31]3)[CH:28]=2)[CH:10]=[C:11]([NH:13][C:14]2[N:19]=[C:18]([C:20]([F:23])([F:22])[F:21])[CH:17]=[CH:16][N:15]=2)[CH:12]=1.C(=O)(O)[O-].[Na+]. Given the product [OH:36][C:30]1([CH2:29][N:27]2[CH:28]=[C:24]([C:9]3[CH:10]=[C:11]([NH:13][C:14]4[N:19]=[C:18]([C:20]([F:22])([F:23])[F:21])[CH:17]=[CH:16][N:15]=4)[CH:12]=[C:7]([CH3:6])[CH:8]=3)[CH:25]=[N:26]2)[CH2:35][CH2:34][N:33]([C:2]([NH2:3])=[O:1])[CH2:32][CH2:31]1, predict the reactants needed to synthesize it. (2) The reactants are: [CH:1]1([CH2:6][C@H:7]([N:21]2[CH2:25][C:24]([O:26][C:27]3[C:32]([F:33])=[CH:31][CH:30]=[CH:29][C:28]=3[F:34])=[CH:23][C:22]2=[O:35])[C:8]([NH:10][C:11]2[CH:15]=[CH:14][N:13]([CH2:16][C:17]([OH:20])(C)[CH3:18])[N:12]=2)=[O:9])[CH2:5][CH2:4][CH2:3][CH2:2]1.[CH3:36][C:37]1([CH3:49])[O:38][C@H:37]([CH2:49]N2C=CC(N)=N2)[CH2:36][O:38]1.F[P-](F)(F)(F)(F)F.N1(O[P+](N(C)C)(N(C)C)N(C)C)C2C=CC=CC=2N=N1.C(N(CC)C(C)C)(C)C. Given the product [CH:1]1([CH2:6][C@H:7]([N:21]2[CH2:25][C:24]([O:26][C:27]3[C:28]([F:34])=[CH:29][CH:30]=[CH:31][C:32]=3[F:33])=[CH:23][C:22]2=[O:35])[C:8]([NH:10][C:11]2[CH:15]=[CH:14][N:13]([CH2:16][C@@H:17]3[CH2:18][O:38][C:37]([CH3:49])([CH3:36])[O:20]3)[N:12]=2)=[O:9])[CH2:5][CH2:4][CH2:3][CH2:2]1, predict the reactants needed to synthesize it. (3) The reactants are: CO[C:3](=[O:27])[C:4]([C:6]1[C:14]2[C:9](=[C:10]([CH2:15][O:16][Si:17]([CH:24]([CH3:26])[CH3:25])([CH:21]([CH3:23])[CH3:22])[CH:18]([CH3:20])[CH3:19])[CH:11]=[CH:12][CH:13]=2)[NH:8][CH:7]=1)=O.[C:28]1([CH2:40][C:41]([NH2:43])=[O:42])[C:38]2=[C:39]3[C:34](=[CH:35][CH:36]=[CH:37]2)[CH2:33][CH2:32][CH2:31][N:30]3[CH:29]=1. Given the product [CH:24]([Si:17]([CH:18]([CH3:20])[CH3:19])([CH:21]([CH3:23])[CH3:22])[O:16][CH2:15][C:10]1[CH:11]=[CH:12][CH:13]=[C:14]2[C:9]=1[NH:8][CH:7]=[C:6]2[C:4]1[C:3](=[O:27])[NH:43][C:41](=[O:42])[C:40]=1[C:28]1[C:38]2=[C:39]3[C:34](=[CH:35][CH:36]=[CH:37]2)[CH2:33][CH2:32][CH2:31][N:30]3[CH:29]=1)([CH3:26])[CH3:25], predict the reactants needed to synthesize it. (4) Given the product [OH:12][CH2:11][C:8]1[CH:9]=[CH:10][C:2]([N:14]2[N:15]=[CH:16][CH:17]=[N:13]2)=[C:3]([CH:7]=1)[C:4]([OH:6])=[O:5], predict the reactants needed to synthesize it. The reactants are: Br[C:2]1[CH:10]=[CH:9][C:8]([CH2:11][OH:12])=[CH:7][C:3]=1[C:4]([OH:6])=[O:5].[NH:13]1[CH:17]=[CH:16][N:15]=[N:14]1.C(=O)([O-])[O-].[Cs+].[Cs+].CN(C)C1CCCCC1N. (5) Given the product [CH2:1]([O:8][C:9]([N:11]1[C@H:16]([C:17](=[O:30])[NH:18][C@@H:19]([CH2:20][C:21]([O:23][C:24]([CH3:25])([CH3:27])[CH3:26])=[O:22])[CH:32]([O:36][CH2:37][CH3:38])[O:39][CH2:40][CH3:41])[C@@H:15]2[CH2:31][C@H:12]1[CH2:13][CH2:14]2)=[O:10])[C:2]1[CH:3]=[CH:4][CH:5]=[CH:6][CH:7]=1, predict the reactants needed to synthesize it. The reactants are: [CH2:1]([O:8][C:9]([N:11]1[C@H:16]([C:17](=[O:30])[NH:18][C@H:19](C=O)[CH2:20][C:21]([O:23][C:24]([CH3:27])([CH3:26])[CH3:25])=[O:22])[C@@H:15]2[CH2:31][C@H:12]1[CH2:13][CH2:14]2)=[O:10])[C:2]1[CH:7]=[CH:6][CH:5]=[CH:4][CH:3]=1.[CH:32]([O:39][CH2:40][CH3:41])([O:36][CH2:37][CH3:38])OCC.C(=O)(O)[O-].[Na+].